From a dataset of Full USPTO retrosynthesis dataset with 1.9M reactions from patents (1976-2016). Predict the reactants needed to synthesize the given product. (1) Given the product [CH3:24][N:25]1[CH2:26][CH2:27][N:28]([C:31]2[N:32]=[C:33]([C:2]3[C:10]4[N:9]5[CH:11]=[N:12][N:13]=[C:8]5[CH:7]=[N:6][C:5]=4[N:4]([S:14]([C:17]4[CH:18]=[CH:19][C:20]([CH3:21])=[CH:22][CH:23]=4)(=[O:16])=[O:15])[CH:3]=3)[CH:34]=[CH:35][N:36]=2)[CH2:29][CH2:30]1, predict the reactants needed to synthesize it. The reactants are: Br[C:2]1[C:10]2[N:9]3[CH:11]=[N:12][N:13]=[C:8]3[CH:7]=[N:6][C:5]=2[N:4]([S:14]([C:17]2[CH:23]=[CH:22][C:20]([CH3:21])=[CH:19][CH:18]=2)(=[O:16])=[O:15])[CH:3]=1.[CH3:24][N:25]1[CH2:30][CH2:29][N:28]([C:31]2[N:36]=[C:35]([Sn](CCCC)(CCCC)CCCC)[CH:34]=[CH:33][N:32]=2)[CH2:27][CH2:26]1.[Li+].[Cl-].[F-].[Cs+]. (2) The reactants are: [Cl:1][C:2]1[C:10](B2OC(C)(C)C(C)(C)O2)=[C:9]2[C:5]([C:6]([CH2:25][CH2:26][CH2:27][O:28][C:29]3[CH:34]=[C:33]([CH3:35])[C:32]([Cl:36])=[C:31]([CH3:37])[CH:30]=3)=[C:7]([C:20]([O:22][CH2:23][CH3:24])=[O:21])[NH:8]2)=[CH:4][CH:3]=1.[OH-:38].[Na+].OO. Given the product [Cl:1][C:2]1[C:10]([OH:38])=[C:9]2[C:5]([C:6]([CH2:25][CH2:26][CH2:27][O:28][C:29]3[CH:34]=[C:33]([CH3:35])[C:32]([Cl:36])=[C:31]([CH3:37])[CH:30]=3)=[C:7]([C:20]([O:22][CH2:23][CH3:24])=[O:21])[NH:8]2)=[CH:4][CH:3]=1, predict the reactants needed to synthesize it. (3) Given the product [CH2:30]([N:26]1[CH2:27][CH2:28][CH2:29][C@H:25]1[C:22]1[N:20]2[CH:21]=[C:16]([O:14][C@H:7]3[C:8]4[C:13](=[CH:12][CH:11]=[CH:10][CH:9]=4)[C@@H:4]([NH2:3])[CH2:5][CH2:6]3)[CH:17]=[CH:18][C:19]2=[N:24][N:23]=1)[CH3:31], predict the reactants needed to synthesize it. The reactants are: [H-].[Na+].[NH2:3][C@@H:4]1[C:13]2[C:8](=[CH:9][CH:10]=[CH:11][CH:12]=2)[C@H:7]([OH:14])[CH2:6][CH2:5]1.F[C:16]1[CH:17]=[CH:18][C:19]2[N:20]([C:22]([C@@H:25]3[CH2:29][CH2:28][CH2:27][N:26]3[CH2:30][CH3:31])=[N:23][N:24]=2)[CH:21]=1.N. (4) Given the product [C:1]([O:5][C:6]([N:8]1[C:14](=[O:15])[C@@H:13]2[CH2:16][CH:9]1[CH2:10][CH2:11][C@@H:12]2[NH:17][C:18]([O:20][CH2:21][C:22]1[CH:27]=[CH:26][CH:25]=[CH:24][CH:23]=1)=[O:19])=[O:7])([CH3:4])([CH3:2])[CH3:3], predict the reactants needed to synthesize it. The reactants are: [C:1]([O:5][C:6]([N:8]1[C:14](=[O:15])[C@@H:13]2[CH2:16][C@@H:9]1[C@@H:10](I)[CH2:11][C@@H:12]2[NH:17][C:18]([O:20][CH2:21][C:22]1[CH:27]=[CH:26][CH:25]=[CH:24][CH:23]=1)=[O:19])=[O:7])([CH3:4])([CH3:3])[CH3:2].CCCC[SnH](CCCC)CCCC. (5) Given the product [OH:28][CH2:27][CH2:26][NH:25][CH2:2][C:3]([N:5]1[CH2:10][CH2:9][S:8][C:7]2[CH:11]=[C:12]([N+:15]([O-:17])=[O:16])[CH:13]=[CH:14][C:6]1=2)=[O:4], predict the reactants needed to synthesize it. The reactants are: Cl[CH2:2][C:3]([N:5]1[CH2:10][CH2:9][S:8][C:7]2[CH:11]=[C:12]([N+:15]([O-:17])=[O:16])[CH:13]=[CH:14][C:6]1=2)=[O:4].Cl.O1CCOCC1.[NH2:25][CH2:26][CH2:27][OH:28].N. (6) The reactants are: [CH3:1][O:2][C:3](=[O:17])[CH2:4][CH:5]([NH:9][C:10]1[CH:15]=[CH:14][CH:13]=[CH:12][C:11]=1[NH2:16])[CH2:6][O:7][CH3:8].Cl.O.C1C[O:23][CH2:22]C1. Given the product [CH3:1][O:2][C:3](=[O:17])[CH2:4][CH:5]([N:9]1[C:10]2[CH:15]=[CH:14][CH:13]=[CH:12][C:11]=2[NH:16][C:22]1=[O:23])[CH2:6][O:7][CH3:8], predict the reactants needed to synthesize it. (7) The reactants are: [H-].[Na+].[Si:3]([O:20][CH2:21][CH2:22][O:23][CH2:24][C@H:25]([OH:30])[C:26]([O:28][CH3:29])=[O:27])([C:16]([CH3:19])([CH3:18])[CH3:17])([C:10]1[CH:15]=[CH:14][CH:13]=[CH:12][CH:11]=1)[C:4]1[CH:9]=[CH:8][CH:7]=[CH:6][CH:5]=1.Cl[C:32]1[N:37]=[CH:36][N:35]=[C:34]2[N:38]([C:41]3[CH:46]=[C:45]([CH3:47])[CH:44]=[CH:43][C:42]=3[CH3:48])[N:39]=[CH:40][C:33]=12.C(O)(=O)CC(CC(O)=O)(C(O)=O)O. Given the product [Si:3]([O:20][CH2:21][CH2:22][O:23][CH2:24][C@H:25]([O:30][C:32]1[N:37]=[CH:36][N:35]=[C:34]2[N:38]([C:41]3[CH:46]=[C:45]([CH3:47])[CH:44]=[CH:43][C:42]=3[CH3:48])[N:39]=[CH:40][C:33]=12)[C:26]([O:28][CH3:29])=[O:27])([C:16]([CH3:19])([CH3:18])[CH3:17])([C:10]1[CH:15]=[CH:14][CH:13]=[CH:12][CH:11]=1)[C:4]1[CH:5]=[CH:6][CH:7]=[CH:8][CH:9]=1, predict the reactants needed to synthesize it.